Predict the product of the given reaction. From a dataset of Forward reaction prediction with 1.9M reactions from USPTO patents (1976-2016). (1) Given the reactants [Cl:1][C:2]1[CH:10]=[CH:9][C:5]([C:6]([NH2:8])=[O:7])=[CH:4][CH:3]=1.[F:11][C:12]([F:19])([F:18])[C:13]([F:17])([F:16])[CH:14]=O.[NH:20]1[C:24]2[CH:25]=[CH:26][CH:27]=[CH:28][C:23]=2[N:22]=[N:21]1.C1(C)C=CC(S(O)(=O)=O)=CC=1, predict the reaction product. The product is: [N:20]1([CH:14]([NH:8][C:6](=[O:7])[C:5]2[CH:9]=[CH:10][C:2]([Cl:1])=[CH:3][CH:4]=2)[C:13]([F:17])([F:16])[C:12]([F:19])([F:18])[F:11])[C:24]2[CH:25]=[CH:26][CH:27]=[CH:28][C:23]=2[N:22]=[N:21]1. (2) Given the reactants [Cl:1][C:2]1[CH:3]=[C:4]([C:12]2[O:16][N:15]=[C:14]([C:17]3[CH:18]=[CH:19][CH:20]=[C:21]4[C:25]=3[NH:24][CH:23]=[C:22]4[CH:26]=O)[N:13]=2)[CH:5]=[CH:6][C:7]=1[O:8][CH:9]([CH3:11])[CH3:10].Cl.[NH2:29][CH2:30][C:31]([O:33][CH2:34][CH3:35])=[O:32].[OH-].[Na+].C([O-])([O-])=O.[K+].[K+], predict the reaction product. The product is: [Cl:1][C:2]1[CH:3]=[C:4]([C:12]2[O:16][N:15]=[C:14]([C:17]3[CH:18]=[CH:19][CH:20]=[C:21]4[C:25]=3[NH:24][CH:23]=[C:22]4[CH2:26][NH:29][CH2:30][C:31]([O:33][CH2:34][CH3:35])=[O:32])[N:13]=2)[CH:5]=[CH:6][C:7]=1[O:8][CH:9]([CH3:10])[CH3:11]. (3) Given the reactants [CH3:1][N:2]1[CH2:7][CH2:6][CH:5]([CH2:8][OH:9])[CH2:4][CH2:3]1.CC(C)([O-])C.[K+].F[C:17]1[CH:22]=[CH:21][C:20]([N+:23]([O-:25])=[O:24])=[CH:19][CH:18]=1, predict the reaction product. The product is: [CH3:1][N:2]1[CH2:7][CH2:6][CH:5]([CH2:8][O:9][C:17]2[CH:22]=[CH:21][C:20]([N+:23]([O-:25])=[O:24])=[CH:19][CH:18]=2)[CH2:4][CH2:3]1. (4) Given the reactants [C:1]1([CH:7]([O:14][C:15](=[O:31])[C:16]([OH:30])=[CH:17][C:18]([C:20]2[C:28]3[C:23](=[CH:24][CH:25]=[C:26]([Cl:29])[CH:27]=3)[NH:22][CH:21]=2)=[O:19])[C:8]2[CH:13]=[CH:12][CH:11]=[CH:10][CH:9]=2)[CH:6]=[CH:5][CH:4]=[CH:3][CH:2]=1.[H-].[Na+].[CH3:34][N:35]([CH3:39])[C:36](Cl)=[O:37].[Cl-].[NH4+], predict the reaction product. The product is: [C:1]1([CH:7]([O:14][C:15](=[O:31])[C:16]([OH:30])=[CH:17][C:18]([C:20]2[C:28]3[C:23](=[CH:24][CH:25]=[C:26]([Cl:29])[CH:27]=3)[N:22]([C:36](=[O:37])[N:35]([CH3:39])[CH3:34])[CH:21]=2)=[O:19])[C:8]2[CH:9]=[CH:10][CH:11]=[CH:12][CH:13]=2)[CH:6]=[CH:5][CH:4]=[CH:3][CH:2]=1. (5) Given the reactants [F:1][C:2]1[CH:10]=[CH:9][C:5]([C:6]([OH:8])=O)=[CH:4][C:3]=1[CH3:11].Cl.[NH2:13][CH2:14][C:15]1[CH:22]=[CH:21][C:18]([C:19]#[N:20])=[CH:17][C:16]=1[OH:23], predict the reaction product. The product is: [C:19]([C:18]1[CH:21]=[CH:22][C:15]([CH2:14][NH:13][C:6](=[O:8])[C:5]2[CH:9]=[CH:10][C:2]([F:1])=[C:3]([CH3:11])[CH:4]=2)=[C:16]([OH:23])[CH:17]=1)#[N:20].